From a dataset of Reaction yield outcomes from USPTO patents with 853,638 reactions. Predict the reaction yield, written as a fraction of the theoretical maximum amount of product (1.0 means a 100% yield; for example, 0.34 means a 34% yield). The reactants are [CH2:1]([O:3][C:4](=[O:16])[CH2:5][O:6][C:7]1[CH:12]=[CH:11][C:10]([C:13]#[N:14])=[C:9](Cl)[CH:8]=1)[CH3:2].CC1(C)C(C)(C)OB([C:25]2[CH:30]=[CH:29][C:28]([C:31]3[S:32][CH:33]=[CH:34][C:35]=3[NH:36][S:37]([CH:40]([CH3:42])[CH3:41])(=[O:39])=[O:38])=[CH:27][CH:26]=2)O1.C([O-])([O-])=O.[Na+].[Na+].Cl. The catalyst is O1CCOCC1. The product is [CH2:1]([O:3][C:4](=[O:16])[CH2:5][O:6][C:7]1[CH:8]=[C:9]([C:25]2[CH:26]=[CH:27][C:28]([C:31]3[S:32][CH:33]=[CH:34][C:35]=3[NH:36][S:37]([CH:40]([CH3:42])[CH3:41])(=[O:38])=[O:39])=[CH:29][CH:30]=2)[C:10]([C:13]#[N:14])=[CH:11][CH:12]=1)[CH3:2]. The yield is 0.830.